Dataset: Full USPTO retrosynthesis dataset with 1.9M reactions from patents (1976-2016). Task: Predict the reactants needed to synthesize the given product. (1) Given the product [N:1]1[C:10]2[C:5](=[CH:6][CH:7]=[CH:8][CH:9]=2)[N:4]=[CH:3][C:2]=1[C:11]([N:37]=[N+:38]=[N-:39])=[O:13], predict the reactants needed to synthesize it. The reactants are: [N:1]1[C:10]2[C:5](=[CH:6][CH:7]=[CH:8][CH:9]=2)[N:4]=[CH:3][C:2]=1[C:11]([OH:13])=O.C(N(C(C)C)CC)(C)C.C1(P([N:37]=[N+:38]=[N-:39])(C2C=CC=CC=2)=O)C=CC=CC=1. (2) Given the product [Cl:1][C:2]1[CH:9]=[CH:8][C:5]([CH3:6])=[CH:4][CH:3]=1.[CH3:5][C:4]1[CH:3]=[CH:2][CH:9]=[CH:8][C:10]=1[S:11]([C:13]1[CH:2]=[CH:9][CH:8]=[CH:5][C:4]=1[CH3:3])=[O:12], predict the reactants needed to synthesize it. The reactants are: [Cl:1][C:2]1[CH:9]=[CH:8][C:5]([CH:6]=O)=[CH:4][CH:3]=1.[CH3:10][S:11]([CH3:13])=[O:12]. (3) Given the product [C:34]([N:26]1[CH2:27][CH2:28][CH:23]([C:19]2[C:20]3[C:15](=[CH:14][C:13]([C:8]4[CH:7]=[C:6]([CH:11]=[CH:10][C:9]=4[CH3:12])[C:5]([NH:4][CH:1]4[CH2:2][CH2:3]4)=[O:29])=[CH:22][CH:21]=3)[CH:16]=[N:17][N:18]=2)[CH2:24][CH2:25]1)(=[O:58])[CH3:35], predict the reactants needed to synthesize it. The reactants are: [CH:1]1([NH:4][C:5](=[O:29])[C:6]2[CH:11]=[CH:10][C:9]([CH3:12])=[C:8]([C:13]3[CH:14]=[C:15]4[C:20](=[CH:21][CH:22]=3)[C:19]([CH:23]3[CH2:28][CH2:27][NH:26][CH2:25][CH2:24]3)=[N:18][N:17]=[CH:16]4)[CH:7]=2)[CH2:3][CH2:2]1.C1(N[C:34](=[O:58])[C:35]2C=CC(C)=C(C3C=C4C(=CC=3)C(C3CCNCC3)=NN=C4)C=2)CC1.